Dataset: Catalyst prediction with 721,799 reactions and 888 catalyst types from USPTO. Task: Predict which catalyst facilitates the given reaction. (1) Reactant: Cl.[Cl:2][C:3]1[CH:4]=[CH:5][C:6]2[CH2:12][CH2:11][C:10]3[CH:13]=[CH:14][CH:15]=[CH:16][C:9]=3[N:8]([CH2:17][CH2:18][CH2:19][NH2:20])[C:7]=2[CH:21]=1.CCN(CC)CC.[F:29][C:30]([F:42])([F:41])[C:31]1[CH:32]=[C:33]([S:37](Cl)(=[O:39])=[O:38])[CH:34]=[CH:35][CH:36]=1. The catalyst class is: 3. Product: [Cl:2][C:3]1[CH:4]=[CH:5][C:6]2[CH2:12][CH2:11][C:10]3[CH:13]=[CH:14][CH:15]=[CH:16][C:9]=3[N:8]([CH2:17][CH2:18][CH2:19][NH:20][S:37]([C:33]3[CH:34]=[CH:35][CH:36]=[C:31]([C:30]([F:29])([F:41])[F:42])[CH:32]=3)(=[O:39])=[O:38])[C:7]=2[CH:21]=1. (2) Reactant: C1(C)C=CC(S([O-])(=O)=O)=CC=1.[CH2:12]([N:19]1[C:23](=[O:24])[C:22](=[C:25]2[N:29]([CH3:30])[C:28]3[CH:31]=[CH:32][CH:33]=[CH:34][C:27]=3[S:26]2)[S:21][CH2+:20]1SC)[C:13]1[CH:18]=[CH:17][CH:16]=[CH:15][CH:14]=1.[NH2:37][C:38]1[CH:43]=[CH:42][CH:41]=[CH:40][CH:39]=1. Product: [CH2:12]([N:19]1[C:23](=[O:24])[C:22](=[C:25]2[N:29]([CH3:30])[C:28]3[CH:31]=[CH:32][CH:33]=[CH:34][C:27]=3[S:26]2)[S:21][C:20]1=[N:37][C:38]1[CH:43]=[CH:42][CH:41]=[CH:40][CH:39]=1)[C:13]1[CH:18]=[CH:17][CH:16]=[CH:15][CH:14]=1. The catalyst class is: 23. (3) Reactant: [Cl:1][C:2]1[CH:7]=[CH:6][C:5]([C:8]([CH3:17])([CH:14]([CH3:16])[CH3:15])[CH2:9][C:10]([O:12][CH3:13])=[O:11])=[CH:4][CH:3]=1.F[B-](F)(F)F.[O:23]=[N+:24]=[O:25].O. Product: [Cl:1][C:2]1[CH:3]=[CH:4][C:5]([C:8]([CH3:17])([CH:14]([CH3:15])[CH3:16])[CH2:9][C:10]([O:12][CH3:13])=[O:11])=[CH:6][C:7]=1[N+:24]([O-:25])=[O:23]. The catalyst class is: 4.